From a dataset of Full USPTO retrosynthesis dataset with 1.9M reactions from patents (1976-2016). Predict the reactants needed to synthesize the given product. (1) Given the product [CH2:4]1[C@H:5]2[CH2:10][NH:9][CH2:8][CH2:7][N:6]2[C:2](=[O:1])[O:3]1, predict the reactants needed to synthesize it. The reactants are: [O:1]=[C:2]1[N:6]2[CH2:7][CH2:8][N:9](C(OC(C)(C)C)=O)[CH2:10][C@@H:5]2[CH2:4][O:3]1.C(O)(C(F)(F)F)=O. (2) Given the product [C:42]([N:35]1[C:36]2[C:41](=[CH:40][CH:39]=[CH:38][CH:37]=2)[C:33]([NH:30][C:31]([N:11]2[C:12]3[C:17](=[CH:16][CH:15]=[CH:14][CH:13]=3)[CH2:18][C@H:10]2[C:8]([NH:7][CH2:6][C:5]2[CH:19]=[CH:20][CH:21]=[C:3]([Cl:2])[C:4]=2[F:22])=[O:9])=[O:32])=[CH:34]1)(=[O:43])[NH2:44], predict the reactants needed to synthesize it. The reactants are: Cl.[Cl:2][C:3]1[C:4]([F:22])=[C:5]([CH:19]=[CH:20][CH:21]=1)[CH2:6][NH:7][C:8]([C@@H:10]1[CH2:18][C:17]2[C:12](=[CH:13][CH:14]=[CH:15][CH:16]=2)[NH:11]1)=[O:9].CCN(CC)CC.[N:30]([C:33]1[C:41]2[C:36](=[CH:37][CH:38]=[CH:39][CH:40]=2)[N:35]([C:42]([NH2:44])=[O:43])[CH:34]=1)=[C:31]=[O:32]. (3) Given the product [C:16]([S@@:19](/[N:21]=[CH:1]/[C:3]1[N:4]=[CH:5][N:6]([C:8]([O:10][C:11]([CH3:14])([CH3:13])[CH3:12])=[O:9])[CH:7]=1)=[O:20])([CH3:18])([CH3:17])[CH3:15], predict the reactants needed to synthesize it. The reactants are: [CH:1]([C:3]1[N:4]=[CH:5][N:6]([C:8]([O:10][C:11]([CH3:14])([CH3:13])[CH3:12])=[O:9])[CH:7]=1)=O.[CH3:15][C:16]([S@@:19]([NH2:21])=[O:20])([CH3:18])[CH3:17]. (4) Given the product [CH2:18]([C:12]1[C:13]([SH:17])=[CH:14][CH:15]=[CH:16][C:11]=1[C:9]1[N:8]([CH3:20])[C:5]2=[N:6][CH:7]=[C:2]([C:31]([F:36])([F:35])[C:30]([F:38])([F:37])[F:29])[CH:3]=[C:4]2[N:10]=1)[CH3:19], predict the reactants needed to synthesize it. The reactants are: Br[C:2]1[CH:3]=[C:4]2[N:10]=[C:9]([C:11]3[CH:16]=[CH:15][CH:14]=[C:13]([SH:17])[C:12]=3[CH2:18][CH3:19])[N:8]([CH3:20])[C:5]2=[N:6][CH:7]=1.CN1C(=O)CCC1.[Na].[F:29][C:30]([F:38])([F:37])[C:31]([F:36])([F:35])C(O)=O.C(=O)([O-])O.[Na+]. (5) The reactants are: [Cl:1][C:2]1[CH:7]=[C:6]([Cl:8])[CH:5]=[CH:4][C:3]=1[N:9]1[C:17]2[CH2:16][CH2:15][N:14]([N:18]3[CH2:23][CH2:22][CH2:21][CH2:20][CH2:19]3)[C:13](=[O:24])[C:12]=2[C:11]([CH3:25])=[C:10]1[C:26]1[CH:31]=[CH:30][C:29]([CH:32]=[CH:33][CH2:34][CH2:35][C:36]([F:39])([F:38])[F:37])=[CH:28][CH:27]=1. Given the product [Cl:1][C:2]1[CH:7]=[C:6]([Cl:8])[CH:5]=[CH:4][C:3]=1[N:9]1[C:17]2[CH2:16][CH2:15][N:14]([N:18]3[CH2:19][CH2:20][CH2:21][CH2:22][CH2:23]3)[C:13](=[O:24])[C:12]=2[C:11]([CH3:25])=[C:10]1[C:26]1[CH:31]=[CH:30][C:29]([CH2:32][CH2:33][CH2:34][CH2:35][C:36]([F:38])([F:39])[F:37])=[CH:28][CH:27]=1, predict the reactants needed to synthesize it. (6) Given the product [Br:1][C:2]1[C:7]([CH2:8][O:9][CH3:12])=[CH:6][CH:5]=[CH:4][N:3]=1, predict the reactants needed to synthesize it. The reactants are: [Br:1][C:2]1[C:7]([CH2:8][OH:9])=[CH:6][CH:5]=[CH:4][N:3]=1.[H-].[Na+].[CH3:12]I.